This data is from Forward reaction prediction with 1.9M reactions from USPTO patents (1976-2016). The task is: Predict the product of the given reaction. (1) Given the reactants [CH2:1]([C:3]1[N:7]([CH2:8][C:9]2[CH:14]=[CH:13][C:12]([F:15])=[CH:11][CH:10]=2)[C:6]([CH2:16][N:17]([CH2:25][C:26]2[CH:31]=[C:30]([CH:32]=[O:33])[CH:29]=[C:28]([CH3:34])[N:27]=2)[C:18](=[O:24])[O:19][C:20]([CH3:23])([CH3:22])[CH3:21])=[N:5][CH:4]=1)[CH3:2].[NH2:35][CH2:36][C:37]1([CH2:40]O)[CH2:39][CH2:38]1, predict the reaction product. The product is: [CH2:1]([C:3]1[N:7]([CH2:8][C:9]2[CH:14]=[CH:13][C:12]([F:15])=[CH:11][CH:10]=2)[C:6]([CH2:16][N:17]([CH2:25][C:26]2[CH:31]=[C:30]([CH:32]3[NH:35][CH2:36][C:37]4([CH2:39][CH2:38]4)[CH2:40][O:33]3)[CH:29]=[C:28]([CH3:34])[N:27]=2)[C:18](=[O:24])[O:19][C:20]([CH3:22])([CH3:23])[CH3:21])=[N:5][CH:4]=1)[CH3:2]. (2) Given the reactants [CH3:1][O:2][C:3]1[CH:25]=[CH:24][C:6]([CH2:7][O:8][C:9]([CH3:23])([CH3:22])[CH2:10][O:11][C:12]2[N:13]=[CH:14][C:15]([C:18]([O:20]C)=[O:19])=[N:16][CH:17]=2)=[CH:5][CH:4]=1.[OH-].[Na+].CO.C1COCC1, predict the reaction product. The product is: [CH3:1][O:2][C:3]1[CH:4]=[CH:5][C:6]([CH2:7][O:8][C:9]([CH3:23])([CH3:22])[CH2:10][O:11][C:12]2[N:13]=[CH:14][C:15]([C:18]([OH:20])=[O:19])=[N:16][CH:17]=2)=[CH:24][CH:25]=1. (3) Given the reactants Cl[CH2:2][C:3]([N:5]1[CH2:10][CH2:9][CH:8]([N:11]2[C:15](=[O:16])[C:14]([CH3:20])([CH2:17][CH2:18][CH3:19])[C:13]([C:21]3[CH:26]=[CH:25][C:24]([O:27][CH3:28])=[C:23]([O:29][CH3:30])[CH:22]=3)=[N:12]2)[CH2:7][CH2:6]1)=[O:4].[C:31]1(=[O:37])[NH:35][C:34](=[O:36])[CH2:33][CH2:32]1, predict the reaction product. The product is: [CH3:30][O:29][C:23]1[CH:22]=[C:21]([C:13]2[C:14]([CH3:20])([CH2:17][CH2:18][CH3:19])[C:15](=[O:16])[N:11]([CH:8]3[CH2:9][CH2:10][N:5]([C:3](=[O:4])[CH2:2][N:35]4[C:31](=[O:37])[CH2:32][CH2:33][C:34]4=[O:36])[CH2:6][CH2:7]3)[N:12]=2)[CH:26]=[CH:25][C:24]=1[O:27][CH3:28].